From a dataset of Full USPTO retrosynthesis dataset with 1.9M reactions from patents (1976-2016). Predict the reactants needed to synthesize the given product. Given the product [N:26]1[N:27]2[CH:32]=[CH:31][CH:30]=[CH:29][C:28]2=[C:24]([C:22]2[N:23]=[C:18]([NH:1][C@@H:2]3[CH2:7][CH2:6][CH2:5][N:4]([C:8]([O:10][C:11]([CH3:14])([CH3:13])[CH3:12])=[O:9])[CH2:3]3)[CH:19]=[N:20][CH:21]=2)[CH:25]=1, predict the reactants needed to synthesize it. The reactants are: [NH2:1][C@@H:2]1[CH2:7][CH2:6][CH2:5][N:4]([C:8]([O:10][C:11]([CH3:14])([CH3:13])[CH3:12])=[O:9])[CH2:3]1.[F-].[Cs+].Cl[C:18]1[N:23]=[C:22]([C:24]2[CH:25]=[N:26][N:27]3[CH:32]=[CH:31][CH:30]=[CH:29][C:28]=23)[CH:21]=[N:20][CH:19]=1.O.